From a dataset of Catalyst prediction with 721,799 reactions and 888 catalyst types from USPTO. Predict which catalyst facilitates the given reaction. (1) Reactant: [C:1]([O-:4])(=[O:3])C.[O:5]=[C:6]1[C@@H:9]([NH3+:10])[CH2:8][NH:7]1.[CH3:11]CN(C(C)C)C(C)C.[C:20]12([C:30]3[CH:35]=[CH:34][C:33](C4C=CN(C([O-])=O)C(=O)C=4C)=[CH:32][CH:31]=3)[CH2:29][CH:24]3[CH2:25][CH:26]([CH2:28][CH:22]([CH2:23]3)[CH2:21]1)[CH2:27]2. Product: [C:20]12([C:30]3[CH:31]=[CH:32][C:33]([O:4][C:1](=[O:3])[N:10]([CH3:11])[C@H:9]4[CH2:8][NH:7][C:6]4=[O:5])=[CH:34][CH:35]=3)[CH2:21][CH:22]3[CH2:23][CH:24]([CH2:25][CH:26]([CH2:28]3)[CH2:27]1)[CH2:29]2. The catalyst class is: 2. (2) Reactant: [F:1][S:2]([F:15])([F:14])([F:13])([F:12])[C:3]1[CH:11]=[CH:10][C:6]([C:7](Cl)=[O:8])=[CH:5][CH:4]=1.Cl.[CH3:17][O:18][NH:19][CH3:20].C(N(CC)CC)C. Product: [CH3:17][O:18][N:19]([CH3:20])[C:7](=[O:8])[C:6]1[CH:10]=[CH:11][C:3]([S:2]([F:15])([F:14])([F:13])([F:12])[F:1])=[CH:4][CH:5]=1. The catalyst class is: 4. (3) Reactant: [Br:1][C:2]1[CH:7]=[CH:6][C:5]([SH:8])=[CH:4][CH:3]=1.[H-].[Na+].Br[CH:12]([CH3:14])[CH3:13].O. Product: [Br:1][C:2]1[CH:7]=[CH:6][C:5]([S:8][CH:12]([CH3:14])[CH3:13])=[CH:4][CH:3]=1. The catalyst class is: 9. (4) Reactant: [F:1][C:2]1[CH:7]=[CH:6][CH:5]=[C:4]([CH2:8][C:9]([N+]([O-])=O)=[CH:10][C:11]2[CH:16]=[CH:15][CH:14]=[CH:13][CH:12]=2)[C:3]=1[CH3:20].[N+:21]([CH2:23][C:24]([O:26][CH2:27][CH3:28])=[O:25])#[C-:22].C1CCN2C(=NCCC2)CC1.O. Product: [CH2:27]([O:26][C:24]([C:23]1[NH:21][CH:22]=[C:9]([CH2:8][C:4]2[CH:5]=[CH:6][CH:7]=[C:2]([F:1])[C:3]=2[CH3:20])[C:10]=1[C:11]1[CH:16]=[CH:15][CH:14]=[CH:13][CH:12]=1)=[O:25])[CH3:28]. The catalyst class is: 721. (5) Reactant: [C:1]([C:4]1[C:9]([O:10][CH2:11][CH2:12][NH:13][C:14](=[O:20])[O:15][C:16]([CH3:19])([CH3:18])[CH3:17])=[C:8]([CH:21]=[CH2:22])[C:7]([C:23]#[N:24])=[C:6]([Cl:25])[CH:5]=1)(=[O:3])[CH3:2].[BH4-].[Na+].O. Product: [Cl:25][C:6]1[CH:5]=[C:4]([CH:1]([OH:3])[CH3:2])[C:9]([O:10][CH2:11][CH2:12][NH:13][C:14](=[O:20])[O:15][C:16]([CH3:18])([CH3:19])[CH3:17])=[C:8]([CH:21]=[CH2:22])[C:7]=1[C:23]#[N:24]. The catalyst class is: 5. (6) Reactant: [CH:1]1([CH:4]([C:11]2[CH:16]=[CH:15][CH:14]=[C:13]([CH2:17][O:18][C:19]3[CH:24]=[CH:23][C:22]([C:25]4[CH:30]=[C:29]([O:31][CH3:32])[CH:28]=[CH:27][C:26]=4[F:33])=[C:21]([CH2:34][C:35]([CH3:38])([CH3:37])[CH3:36])[N:20]=3)[CH:12]=2)[CH2:5][C:6]([O:8]CC)=[O:7])[CH2:3][CH2:2]1.[OH-].[Na+]. Product: [CH:1]1([CH:4]([C:11]2[CH:16]=[CH:15][CH:14]=[C:13]([CH2:17][O:18][C:19]3[CH:24]=[CH:23][C:22]([C:25]4[CH:30]=[C:29]([O:31][CH3:32])[CH:28]=[CH:27][C:26]=4[F:33])=[C:21]([CH2:34][C:35]([CH3:38])([CH3:37])[CH3:36])[N:20]=3)[CH:12]=2)[CH2:5][C:6]([OH:8])=[O:7])[CH2:2][CH2:3]1. The catalyst class is: 36. (7) Reactant: [H-].[Na+].Cl[CH2:4][C:5]([N:7]([CH2:16][CH2:17][CH2:18]Cl)[C:8]1[CH:13]=[CH:12][CH:11]=[CH:10][C:9]=1[O:14][CH3:15])=O.[CH3:20][O:21][C:22]1[CH:23]=[C:24]([CH2:28][C:29]#[N:30])[CH:25]=[CH:26][CH:27]=1.[Cl-].[NH4+]. Product: [CH3:15][O:14][C:9]1[CH:10]=[CH:11][CH:12]=[CH:13][C:8]=1[N:7]1[CH2:16][CH2:17][CH2:18][C:28]([C:24]2[CH:25]=[CH:26][CH:27]=[C:22]([O:21][CH3:20])[CH:23]=2)([C:29]#[N:30])[CH2:4][CH2:5]1. The catalyst class is: 16.